The task is: Predict the reactants needed to synthesize the given product.. This data is from Retrosynthesis with 50K atom-mapped reactions and 10 reaction types from USPTO. (1) Given the product O=C1NC(=S)SC1=Cc1cc(OCc2ccccc2)ccc1OCc1ccccc1, predict the reactants needed to synthesize it. The reactants are: O=C1CSC(=S)N1.O=Cc1cc(OCc2ccccc2)ccc1OCc1ccccc1. (2) Given the product CC(C)[C@@H](NC(=O)[C@@H]1CCC2(CNC(=O)O2)C1)C(=O)N1CC[C@](O)(c2ccc(Cl)cc2)C(C)(C)C1, predict the reactants needed to synthesize it. The reactants are: CC(C)[C@@H](N)C(=O)N1CC[C@](O)(c2ccc(Cl)cc2)C(C)(C)C1.O=C1NCC2(CC[C@@H](C(=O)O)C2)O1. (3) The reactants are: CC(C)(C)OC(=O)N[C@H]1CSC[C@@H](Cc2cc(F)c([N+](=O)[O-])c(F)c2)[C@@H]1O.COC[C@@H](O)C(F)(F)F. Given the product COC[C@@H](Oc1cc(C[C@@H]2CSC[C@H](NC(=O)OC(C)(C)C)[C@H]2O)cc(F)c1[N+](=O)[O-])C(F)(F)F, predict the reactants needed to synthesize it. (4) Given the product Cc1nc(CCc2c(-c3ccc(F)cn3)noc2C)sc1C(=O)NC1CC1, predict the reactants needed to synthesize it. The reactants are: Cc1nc(CCc2c(-c3ccc(F)cn3)noc2C)sc1C(=O)O.NC1CC1. (5) Given the product O=C(/C=C/c1ccc(C(F)(F)Oc2ccc(OCCCC(F)(F)F)cc2)cc1)OCCc1ccc([N+](=O)[O-])cc1[N+](=O)[O-], predict the reactants needed to synthesize it. The reactants are: O=C(O)/C=C/c1ccc(C(F)(F)Oc2ccc(OCCCC(F)(F)F)cc2)cc1.O=[N+]([O-])c1ccc(CCO)c([N+](=O)[O-])c1. (6) Given the product CCN1CCC[C@@H](CN2CCN(C(=O)OCc3ccccc3)CC2)C1, predict the reactants needed to synthesize it. The reactants are: CCBr.O=C(OCc1ccccc1)N1CCN(C[C@@H]2CCCNC2)CC1. (7) Given the product CC(C)(C)c1c(NC(=O)CC(C)(C)c2ccccc2)nn2cccnc12, predict the reactants needed to synthesize it. The reactants are: CC(C)(C)c1c(N)nn2cccnc12.CC(C)(CC(=O)Cl)c1ccccc1.